Predict the reactants needed to synthesize the given product. From a dataset of Full USPTO retrosynthesis dataset with 1.9M reactions from patents (1976-2016). (1) The reactants are: [C:1]([O:5][C:6]([N:8]1[CH2:13][CH2:12][N:11]([C:14]2[C:15]3[C:30]([CH:31]4[CH2:33][CH2:32]4)=[CH:29][N:28]=[CH:27][C:16]=3[N:17]=[C:18]([C:20]3[CH:25]=[CH:24][N:23]=[C:22](Cl)[CH:21]=3)[N:19]=2)[CH2:10][CH2:9]1)=[O:7])([CH3:4])([CH3:3])[CH3:2].[CH3:34][C:35]1[N:36]=[C:37]([NH2:41])[O:38][C:39]=1[CH3:40].CC1(C)C2C(=C(P(C3C=CC=CC=3)C3C=CC=CC=3)C=CC=2)OC2C(P(C3C=CC=CC=3)C3C=CC=CC=3)=CC=CC1=2.C(=O)([O-])[O-]. Given the product [C:1]([O:5][C:6]([N:8]1[CH2:13][CH2:12][N:11]([C:14]2[C:15]3[C:30]([CH:31]4[CH2:33][CH2:32]4)=[CH:29][N:28]=[CH:27][C:16]=3[N:17]=[C:18]([C:20]3[CH:25]=[CH:24][N:23]=[C:22]([NH:41][C:37]4[O:38][C:39]([CH3:40])=[C:35]([CH3:34])[N:36]=4)[CH:21]=3)[N:19]=2)[CH2:10][CH2:9]1)=[O:7])([CH3:4])([CH3:3])[CH3:2], predict the reactants needed to synthesize it. (2) Given the product [F:23][C:21]1[CH:20]=[CH:19][C:18]([NH:24][C:25](=[O:40])[CH2:26][C:27]2[NH:28][C:29](=[O:39])[CH:30]=[C:31]([N:33]3[CH2:34][CH2:35][O:36][CH2:37][CH2:38]3)[N:32]=2)=[C:17]([O:16][CH2:15][CH:12]2[CH2:13][CH2:14][NH:9][CH2:10][CH2:11]2)[CH:22]=1, predict the reactants needed to synthesize it. The reactants are: Cl.C(OC([N:9]1[CH2:14][CH2:13][CH:12]([CH2:15][O:16][C:17]2[CH:22]=[C:21]([F:23])[CH:20]=[CH:19][C:18]=2[NH:24][C:25](=[O:40])[CH2:26][C:27]2[NH:28][C:29](=[O:39])[CH:30]=[C:31]([N:33]3[CH2:38][CH2:37][O:36][CH2:35][CH2:34]3)[N:32]=2)[CH2:11][CH2:10]1)=O)(C)(C)C. (3) Given the product [F:1][C:2]1[C:30]([N:31]2[CH2:36][CH2:35][N:34]([C:37](=[O:42])[CH2:38][CH2:39][CH2:40][CH3:41])[CH2:33][CH2:32]2)=[CH:29][C:5]2[N:6]([CH2:17][C:18]3[CH:19]=[CH:20][C:21]([O:24][C:25]([F:26])([F:27])[F:28])=[CH:22][CH:23]=3)[C:7]([CH2:9][O:10][C:11]3[CH:12]=[CH:13][CH:14]=[CH:15][CH:16]=3)=[N:8][C:4]=2[CH:3]=1, predict the reactants needed to synthesize it. The reactants are: [F:1][C:2]1[C:30]([N:31]2[CH2:36][CH2:35][NH:34][CH2:33][CH2:32]2)=[CH:29][C:5]2[N:6]([CH2:17][C:18]3[CH:23]=[CH:22][C:21]([O:24][C:25]([F:28])([F:27])[F:26])=[CH:20][CH:19]=3)[C:7]([CH2:9][O:10][C:11]3[CH:16]=[CH:15][CH:14]=[CH:13][CH:12]=3)=[N:8][C:4]=2[CH:3]=1.[C:37](Cl)(=[O:42])[CH2:38][CH2:39][CH2:40][CH3:41]. (4) Given the product [Cl:30][C:17]1[CH:16]=[C:15]([NH:14][C:12]2[N:11]=[CH:10][N:9]=[C:8]3[NH:7][N:6]=[C:5]([O:4][CH2:3][CH2:2][N:35]4[CH2:36][CH2:37][CH:32]([OH:31])[CH2:33][CH2:34]4)[C:13]=23)[CH:20]=[CH:19][C:18]=1[O:21][CH2:22][C:23]1[CH:28]=[CH:27][CH:26]=[C:25]([F:29])[CH:24]=1, predict the reactants needed to synthesize it. The reactants are: Cl[CH2:2][CH2:3][O:4][C:5]1[C:13]2[C:8](=[N:9][CH:10]=[N:11][C:12]=2[NH:14][C:15]2[CH:20]=[CH:19][C:18]([O:21][CH2:22][C:23]3[CH:28]=[CH:27][CH:26]=[C:25]([F:29])[CH:24]=3)=[C:17]([Cl:30])[CH:16]=2)[NH:7][N:6]=1.[OH:31][CH:32]1[CH2:37][CH2:36][NH:35][CH2:34][CH2:33]1.